This data is from Peptide-MHC class I binding affinity with 185,985 pairs from IEDB/IMGT. The task is: Regression. Given a peptide amino acid sequence and an MHC pseudo amino acid sequence, predict their binding affinity value. This is MHC class I binding data. The peptide sequence is VAVNGPVAV. The MHC is HLA-A02:01 with pseudo-sequence HLA-A02:01. The binding affinity (normalized) is 0.0530.